Dataset: CYP1A2 inhibition data for predicting drug metabolism from PubChem BioAssay. Task: Regression/Classification. Given a drug SMILES string, predict its absorption, distribution, metabolism, or excretion properties. Task type varies by dataset: regression for continuous measurements (e.g., permeability, clearance, half-life) or binary classification for categorical outcomes (e.g., BBB penetration, CYP inhibition). Dataset: cyp1a2_veith. (1) The molecule is c1nc(N2CCNCC2)c2cc(-c3ccoc3)ccc2n1. The result is 1 (inhibitor). (2) The molecule is COc1ccc2c(c1)-c1ccccc1S(=O)(=O)N2C. The result is 1 (inhibitor).